Task: Binary Classification. Given a miRNA mature sequence and a target amino acid sequence, predict their likelihood of interaction.. Dataset: Experimentally validated miRNA-target interactions with 360,000+ pairs, plus equal number of negative samples (1) The miRNA is hsa-miR-668-5p with sequence UGCGCCUCGGGUGAGCAUG. The protein sequence of the target gene is MSLLNKPKSEMTPEELQKREEEEFNTGPLSVLTQSVKNNTQVLINCRNNKKLLGRVKAFDRHCNMVLENVKEMWTEVPKSGKGKKKSKPVNKDRYISKMFLRGDSVIVVLRNPLIAGK. Result: 0 (no interaction). (2) The miRNA is hsa-miR-411-5p with sequence UAGUAGACCGUAUAGCGUACG. The protein sequence of the target gene is MAGKQAVSASGKWLDGIRKWYYNAAGFNKLGLMRDDTIYEDEDVKEAIRRLPENLYNDRMFRIKRALDLNLKHQILPKEQWTKYEEENFYLEPYLKEVIRERKEREEWAKK. Result: 1 (interaction). (3) The miRNA is hsa-miR-550b-2-5p with sequence AUGUGCCUGAGGGAGUAAGACA. The protein sequence of the target gene is MATLEEEFTLSTGVLGAGPEGFLGVEQTDKADQFLVTDSGRTVVLYKVSDQKPLGSWSVKQGQSITCPAVCNFQTGEYIMVHDHKVLRIWNNDDVNVDKVFKATLSAEVHRIHSVQRTEPLVLFRGGAARGLEALLVEPQQNIESVIPDEEVIVWSEVFMLFKQPVLIFITENHGHYYAYVRLCKSHSLSKYTLLLEKEEKSVKPNFTARVDGKFISLVSLSSDGCIYETLIPIYSSDTEQNQRLVRALMLKSVVSGGVRNGVALTILDQDHIAVLGPPLSASKECLSIWNIKFQTLQTS.... Result: 0 (no interaction). (4) The miRNA is mmu-miR-15a-5p with sequence UAGCAGCACAUAAUGGUUUGUG. The protein sequence of the target gene is MDLPVDEWKSYLLKKWASLPKSVQDTISTAETLSDIFLPSSSLLQPEDEMFLKELSSSYSVEKDNDAPLFYREEGNRKFQEKEYTDAAVLYSKGVSHSRPNTEDISLCYANRSAALFHLGQYEACLKDIVEAGMHGYPERLQPKMMVRKTECLVNLGRLQEARQTISDLESSLTAKPTLVLSSYQILQRNVQHLKIKIQEKETLPEPIPAALTNAFEDIALGEENTQISGASLSVSLCTHPLKGRHLVATKDILPGELLVKEDAFVSVLIPGEMPRPHHCLENKWDTRVTSGDLYCHRCL.... Result: 1 (interaction). (5) The miRNA is hsa-miR-656-3p with sequence AAUAUUAUACAGUCAACCUCU. The protein sequence of the target gene is MTSYSYRQSSATSSFGGLGGGSVRFGPGVAFRAPSIHGGSGGRGVSVSSARFVSSSSSGAYGGGYGGVLTASDGLLAGNEKLTMQNLNDRLASYLDKVRALEAANGELEVKIRDWYQKQGPGPSRDYSHYYTTIQDLRDKILGATIENSRIVLQIDNARLAADDFRTKFETEQALRMSVEADINGLRRVLDELTLARTDLEMQIEGLKEELAYLKKNHEEEISTLRGQVGGQVSVEVDSAPGTDLAKILSDMRSQYEVMAEQNRKDAEAWFTSRTEELNREVAGHTEQLQMSRSEVTDLR.... Result: 0 (no interaction). (6) The miRNA is hsa-miR-8068 with sequence UGUUUGUUGUAAGGAUCGUUGU. The protein sequence of the target gene is MGFRKFSPFLALSILVLYQAGSLQAAPFRSALESSPDPATLSKEDARLLLAALVQDYVQMKASELKQEQETQGSSSAAQKRACNTATCVTHRLAGLLSRSGGMVKSNFVPTNVGSKAFGRRRRDLQA. Result: 0 (no interaction). (7) The miRNA is mmu-miR-191-5p with sequence CAACGGAAUCCCAAAAGCAGCUG. The protein sequence of the target gene is MDLRDWLFLCYGLIAFLTEVIDSTTCPSVCRCDNGFIYCNDRGLTSIPSDIPDDATTLYLQNNQINNAGIPQDLKTKVKVQVIYLYENDLDEFPINLPRSLRELHLQDNNVRTIARDSLARIPLLEKLHLDDNSVSTVSIEEDAFADSKQLKLLFLSRNHLSSIPSGLPHTLEELRLDDNRISTIPLHAFKGLNSLRRLVLDGNLLANQRIADDTFSRLQNLTELSLVRNSLAAPPLNLPSAHLQKLYLQDNAISHIPYNTLAKMRELERLDLSNNNLTTLPRGLFDDLGNLAQLLLRNN.... Result: 0 (no interaction).